This data is from Full USPTO retrosynthesis dataset with 1.9M reactions from patents (1976-2016). The task is: Predict the reactants needed to synthesize the given product. (1) Given the product [Cl:1][C:2]1[CH:28]=[CH:27][CH:26]=[C:25]([F:29])[C:3]=1[C:4]([NH:6][C:7]1[NH:11][C:10]2[C:12]3[CH2:13][C:14]([CH3:24])([CH3:23])[O:15][C:16]=3[C:17]([C:19]([NH:35][C:34]3[CH:36]=[CH:37][CH:38]=[C:32]([C:31]([F:30])([F:39])[F:40])[CH:33]=3)=[O:20])=[CH:18][C:9]=2[N:8]=1)=[O:5], predict the reactants needed to synthesize it. The reactants are: [Cl:1][C:2]1[CH:28]=[CH:27][CH:26]=[C:25]([F:29])[C:3]=1[C:4]([NH:6][C:7]1[NH:11][C:10]2[C:12]3[CH2:13][C:14]([CH3:24])([CH3:23])[O:15][C:16]=3[C:17]([C:19](OC)=[O:20])=[CH:18][C:9]=2[N:8]=1)=[O:5].[F:30][C:31]([F:40])([F:39])[C:32]1[CH:33]=[C:34]([CH:36]=[CH:37][CH:38]=1)[NH2:35].C[Al](C)C. (2) The reactants are: [O:1]1[C:5]2[CH:6]=[CH:7][C:8]([C:10]3[C:11]([C:15]4[CH:20]=[CH:19][CH:18]=[C:17]([Br:21])[N:16]=4)=[N:12][NH:13][CH:14]=3)=[CH:9][C:4]=2[O:3][CH2:2]1.[CH3:22][N:23]([CH3:28])[S:24](Cl)(=[O:26])=[O:25].C(N(CC)CC)C. Given the product [CH3:22][N:23]([CH3:28])[S:24]([N:13]1[CH:14]=[C:10]([C:8]2[CH:7]=[CH:6][C:5]3[O:1][CH2:2][O:3][C:4]=3[CH:9]=2)[C:11]([C:15]2[CH:20]=[CH:19][CH:18]=[C:17]([Br:21])[N:16]=2)=[N:12]1)(=[O:26])=[O:25], predict the reactants needed to synthesize it. (3) Given the product [CH3:1][O:2][C:3]1[CH:12]=[CH:11][C:10]([O:13][CH3:14])=[C:9]2[C:4]=1[CH2:5][CH2:6][CH2:7][CH:8]2[NH2:16], predict the reactants needed to synthesize it. The reactants are: [CH3:1][O:2][C:3]1[CH:12]=[CH:11][C:10]([O:13][CH3:14])=[C:9]2[C:4]=1[CH2:5][CH2:6][CH2:7][C:8]2=O.[NH3:16].C(O)C.[BH4-].[Na+]. (4) Given the product [CH2:13]([O:20][C:21]([NH:23][C@H:24]([C:28]([O:30][CH2:31][CH:32]([O:33][C:3]([Cl:4])=[O:2])[CH2:34][O:35][C:36](=[O:54])[CH2:37][CH2:38][CH2:39][CH2:40][CH2:41][CH2:42][CH2:43][CH2:44][CH2:45][CH2:46][CH2:47][CH2:48][CH2:49][CH2:50][CH2:51][CH2:52][CH3:53])=[O:29])[CH:25]([CH3:27])[CH3:26])=[O:22])[C:14]1[CH:15]=[CH:16][CH:17]=[CH:18][CH:19]=1, predict the reactants needed to synthesize it. The reactants are: C(=O)(OC(Cl)(Cl)Cl)[O:2][C:3](Cl)(Cl)[Cl:4].[CH2:13]([O:20][C:21]([NH:23][C@H:24]([C:28]([O:30][CH2:31][CH:32]([CH2:34][O:35][C:36](=[O:54])[CH2:37][CH2:38][CH2:39][CH2:40][CH2:41][CH2:42][CH2:43][CH2:44][CH2:45][CH2:46][CH2:47][CH2:48][CH2:49][CH2:50][CH2:51][CH2:52][CH3:53])[OH:33])=[O:29])[CH:25]([CH3:27])[CH3:26])=[O:22])[C:14]1[CH:19]=[CH:18][CH:17]=[CH:16][CH:15]=1.C(N(CC)CC)C.CCCCCC. (5) Given the product [CH3:9][O:8][C:6](=[O:7])[C:5]1[CH:10]=[CH:11][C:2]([F:27])=[CH:3][C:4]=1[C:12]1[CH:17]=[CH:16][CH:15]=[CH:14][CH:13]=1, predict the reactants needed to synthesize it. The reactants are: N[C:2]1[CH:11]=[CH:10][C:5]([C:6]([O:8][CH3:9])=[O:7])=[C:4]([C:12]2[CH:17]=[CH:16][CH:15]=[CH:14][CH:13]=2)[CH:3]=1.N([O-])=O.[Na+].N(O)=O.[H+].[B-](F)(F)(F)[F:27]. (6) Given the product [CH3:1][O:2][CH2:3][CH2:4][CH2:5][NH:6][C:7]1[CH:12]=[C:11]([CH:13]([CH3:14])[CH3:15])[N:10]=[CH:9][C:8]=1[C:16]([OH:18])=[O:17], predict the reactants needed to synthesize it. The reactants are: [CH3:1][O:2][CH2:3][CH2:4][CH2:5][NH:6][C:7]1[CH:12]=[C:11]([CH:13]([CH3:15])[CH3:14])[N:10]=[CH:9][C:8]=1[C:16]([O:18]CC)=[O:17].[OH-].[Na+].Cl. (7) Given the product [O:1]([C:8]1[CH:23]=[C:22]([C:24]([F:27])([F:26])[F:25])[CH:21]=[CH:20][C:9]=1[O:10][C@@H:11]([CH3:19])[CH2:12][CH2:13][O:14][C:37]1[CH:38]=[C:33]([CH2:32][CH2:31][C:30]([OH:40])=[O:29])[CH:34]=[CH:35][CH:36]=1)[C:2]1[CH:7]=[CH:6][CH:5]=[CH:4][CH:3]=1, predict the reactants needed to synthesize it. The reactants are: [O:1]([C:8]1[CH:23]=[C:22]([C:24]([F:27])([F:26])[F:25])[CH:21]=[CH:20][C:9]=1[O:10][C@@H:11]([CH3:19])[CH2:12][CH2:13][O:14]S(C)(=O)=O)[C:2]1[CH:7]=[CH:6][CH:5]=[CH:4][CH:3]=1.C[O:29][C:30](=[O:40])[CH2:31][CH2:32][C:33]1[CH:38]=[CH:37][CH:36]=[C:35](O)[CH:34]=1. (8) Given the product [C:7]([O:11][C:12](=[O:30])[NH:13][C:14]1[CH:19]=[CH:18][C:17]([CH2:20][N:21]2[CH2:26][CH2:25][NH:24][CH2:23][C:22]2([CH3:29])[CH3:28])=[CH:16][N:15]=1)([CH3:10])([CH3:8])[CH3:9], predict the reactants needed to synthesize it. The reactants are: [H-].[H-].[H-].[H-].[Li+].[Al+3].[C:7]([O:11][C:12](=[O:30])[NH:13][C:14]1[CH:19]=[CH:18][C:17]([CH2:20][N:21]2[CH2:26][CH2:25][NH:24][C:23](=O)[C:22]2([CH3:29])[CH3:28])=[CH:16][N:15]=1)([CH3:10])([CH3:9])[CH3:8]. (9) Given the product [F:27][C:25]1[CH:26]=[C:21]([CH:17]2[CH2:18][CH2:19][CH2:20][N:16]2[C:13]2[CH:14]=[CH:15][N:10]3[N:9]=[CH:8][C:7](/[CH:6]=[CH:5]/[C:4]([OH:28])=[O:3])=[C:11]3[N:12]=2)[CH:22]=[N:23][CH:24]=1, predict the reactants needed to synthesize it. The reactants are: C([O:3][C:4](=[O:28])/[CH:5]=[CH:6]/[C:7]1[CH:8]=[N:9][N:10]2[CH:15]=[CH:14][C:13]([N:16]3[CH2:20][CH2:19][CH2:18][CH:17]3[C:21]3[CH:22]=[N:23][CH:24]=[C:25]([F:27])[CH:26]=3)=[N:12][C:11]=12)C.[Li+].[OH-].